From a dataset of Reaction yield outcomes from USPTO patents with 853,638 reactions. Predict the reaction yield, written as a fraction of the theoretical maximum amount of product (1.0 means a 100% yield; for example, 0.34 means a 34% yield). (1) The reactants are [CH2:1]([C:4]1[CH:44]=[C:43]([F:45])[C:42]([F:46])=[CH:41][C:5]=1[CH2:6][O:7][CH2:8][C:9]1[CH:40]=[C:12]2[N:13]=[C:14]([CH3:39])[C:15]([C@H:28]([O:34][C:35]([CH3:38])([CH3:37])[CH3:36])[C:29]([O:31][CH2:32][CH3:33])=[O:30])=[C:16]([N:17]3[CH2:22][CH2:21][C:20]([O:24][CH2:25][CH:26]=[CH2:27])([CH3:23])[CH2:19][CH2:18]3)[N:11]2[N:10]=1)C=C.[BH4-].[Na+]. The catalyst is Cl[Ru](=C1N(C2C(C)=CC(C)=CC=2C)CCN1C1C(C)=CC(C)=CC=1C)(Cl)(=CC1C=CC=CC=1)[P](C1CCCCC1)(C1CCCCC1)C1CCCCC1.C(Cl)Cl. The product is [C:35]([O:34][C@@H:28]([C:15]1[C:14]([CH3:39])=[N:13][C:12]2=[CH:40][C:9]3=[N:10][N:11]2[C:16]=1[N:17]1[CH2:18][CH2:19][C:20]([CH3:23])([O:24][CH2:25][CH2:26][CH2:27][CH2:1][C:4]2[CH:44]=[C:43]([F:45])[C:42]([F:46])=[CH:41][C:5]=2[CH2:6][O:7][CH2:8]3)[CH2:21][CH2:22]1)[C:29]([O:31][CH2:32][CH3:33])=[O:30])([CH3:37])([CH3:36])[CH3:38]. The yield is 0.625. (2) The reactants are Br[C:2]1[N:3]=[C:4]([CH:22]2[CH2:24][CH2:23]2)[N:5]([CH2:14][O:15][CH2:16][CH2:17][Si:18]([CH3:21])([CH3:20])[CH3:19])[C:6]=1[C:7]1[CH:12]=[CH:11][N:10]=[C:9]([Cl:13])[N:8]=1.[F:25][C:26]1[C:32](B2OC(C)(C)C(C)(C)O2)=[CH:31][CH:30]=[CH:29][C:27]=1[NH2:28].C(=O)([O-])[O-].[Na+].[Na+].C(Cl)Cl. The catalyst is [NH4+].[Cl-].COCCOC. The product is [Cl:13][C:9]1[N:8]=[C:7]([C:6]2[N:5]([CH2:14][O:15][CH2:16][CH2:17][Si:18]([CH3:21])([CH3:20])[CH3:19])[C:4]([CH:22]3[CH2:24][CH2:23]3)=[N:3][C:2]=2[C:32]2[C:26]([F:25])=[C:27]([CH:29]=[CH:30][CH:31]=2)[NH2:28])[CH:12]=[CH:11][N:10]=1. The yield is 0.380. (3) The product is [CH2:1]([O:3][C:4]([C:6]1[O:7][C:8]2[C:13]([C:14](=[O:16])[CH:15]=1)=[CH:12][C:11]([O:17][CH2:18][CH3:19])=[CH:10][C:9]=2[N:71]1[CH2:72][CH2:73][N:68]([CH3:67])[CH2:69][CH2:70]1)=[O:5])[CH3:2]. The catalyst is C1(C)C=CC=CC=1. The reactants are [CH2:1]([O:3][C:4]([C:6]1[O:7][C:8]2[C:13]([C:14](=[O:16])[CH:15]=1)=[CH:12][C:11]([O:17][CH2:18][CH3:19])=[CH:10][C:9]=2Br)=[O:5])[CH3:2].C1(P(C2C=CC=CC=2)C2C=CC3C(=CC=CC=3)C=2C2C3C(=CC=CC=3)C=CC=2P(C2C=CC=CC=2)C2C=CC=CC=2)C=CC=CC=1.[CH3:67][N:68]1[CH2:73][CH2:72][NH:71][CH2:70][CH2:69]1.C(=O)([O-])[O-].[Cs+].[Cs+]. The yield is 0.750. (4) The reactants are [CH2:1]([O:3][C:4](=[O:26])[C:5]([O:23][CH2:24][CH3:25])([CH3:22])[CH:6]([C:8]1[CH:13]=[CH:12][C:11]([O:14][CH2:15][C:16]2[CH:21]=[CH:20][CH:19]=[CH:18][CH:17]=2)=[CH:10][CH:9]=1)O)[CH3:2].C([SiH](CC)CC)C.B(F)(F)F.CCOCC. The catalyst is ClCCl. The product is [CH2:1]([O:3][C:4](=[O:26])[C:5]([O:23][CH2:24][CH3:25])([CH3:22])[CH2:6][C:8]1[CH:13]=[CH:12][C:11]([O:14][CH2:15][C:16]2[CH:17]=[CH:18][CH:19]=[CH:20][CH:21]=2)=[CH:10][CH:9]=1)[CH3:2]. The yield is 1.00. (5) The product is [C:1]1([N:13]2[CH2:17][CH2:16][CH:15]([NH:18][S:39]([CH:36]3[CH2:38][CH2:37]3)(=[O:41])=[O:40])[CH2:14]2)[N:5]2[C:6]3[CH:12]=[CH:11][NH:10][C:7]=3[N:8]=[CH:9][C:4]2=[CH:3][N:2]=1. The catalyst is C(Cl)Cl. The reactants are [C:1]1([N:13]2[CH2:17][CH2:16][CH:15]([NH:18]C(=O)OC(C)(C)C)[CH2:14]2)[N:5]2[C:6]3[CH:12]=[CH:11][NH:10][C:7]=3[N:8]=[CH:9][C:4]2=[CH:3][N:2]=1.Cl.CCN(C(C)C)C(C)C.[CH:36]1([S:39](Cl)(=[O:41])=[O:40])[CH2:38][CH2:37]1.C([O-])(O)=O.[Na+]. The yield is 0.700. (6) The catalyst is C(#N)C. The product is [Cl:1][C:2]1[N:10]=[C:9]2[C:5]([N:6]=[CH:7][N:8]2[CH3:11])=[C:4]([NH:26][CH:20]2[CH2:25][CH2:24][CH2:23][CH2:22][CH2:21]2)[N:3]=1. The reactants are [Cl:1][C:2]1[N:10]=[C:9]2[C:5]([N:6]=[CH:7][N:8]2[CH3:11])=[C:4](Cl)[N:3]=1.C(N(CC)CC)C.[CH:20]1([NH2:26])[CH2:25][CH2:24][CH2:23][CH2:22][CH2:21]1. The yield is 0.820. (7) The reactants are [CH3:1][C:2]1[CH:11]=[CH:10][C:9]2[C:4](=[CH:5][CH:6]=[CH:7][C:8]=2[N:12]2[CH2:17][CH2:16][N:15]([CH2:18][CH2:19][C:20]3[CH:21]=[C:22]([CH:24]=[CH:25][CH:26]=3)[NH2:23])[CH2:14][CH2:13]2)[N:3]=1.[CH3:27][N:28]1[C:32]([CH3:33])=[CH:31][C:30]([C:34](O)=[O:35])=[N:29]1. No catalyst specified. The product is [CH3:27][N:28]1[C:32]([CH3:33])=[CH:31][C:30]([C:34]([NH:23][C:22]2[CH:24]=[CH:25][CH:26]=[C:20]([CH2:19][CH2:18][N:15]3[CH2:14][CH2:13][N:12]([C:8]4[CH:7]=[CH:6][CH:5]=[C:4]5[C:9]=4[CH:10]=[CH:11][C:2]([CH3:1])=[N:3]5)[CH2:17][CH2:16]3)[CH:21]=2)=[O:35])=[N:29]1. The yield is 0.350. (8) The reactants are CS(O[C@H:6]1[CH2:9][C@H:8]([NH:10][C:11]([O:13][C:14]([CH3:17])([CH3:16])[CH3:15])=[O:12])[CH2:7]1)(=O)=O.[F:18][C:19]([F:28])([F:27])[C:20]1[CH:21]=[C:22]([SH:26])[CH:23]=[CH:24][CH:25]=1.C([O-])([O-])=O.[K+].[K+]. The catalyst is CN(C=O)C. The product is [F:28][C:19]([F:18])([F:27])[C:20]1[CH:21]=[C:22]([S:26][C@H:6]2[CH2:7][C@H:8]([NH:10][C:11](=[O:12])[O:13][C:14]([CH3:15])([CH3:16])[CH3:17])[CH2:9]2)[CH:23]=[CH:24][CH:25]=1. The yield is 0.820. (9) The yield is 0.860. The catalyst is C(O)CC.O.CC[C@@H]1[C@@H]2C[C@H]([C@@H](OC3C4C(=CC=CC=4)C(O[C@@H](C4C=CN=C5C=4C=C(OC)C=C5)[C@@H]4N5C[C@H](CC)[C@@H](CC5)C4)=NN=3)C3C=CN=C4C=3C=C(OC)C=C4)N(CC2)C1. The reactants are [C:1](=[O:8])([O:3][C:4]([CH3:7])([CH3:6])[CH3:5])[NH2:2].[OH-].[Na+].Cl[O:12]C(C)(C)C.[Br:17][C:18]1[CH:19]=[C:20](/[CH:25]=[CH:26]/[C:27]2[CH:32]=[CH:31][C:30]([F:33])=[CH:29][CH:28]=2)[C:21]([F:24])=[N:22][CH:23]=1. The product is [Br:17][C:18]1[CH:19]=[C:20]([C@@H:25]([NH:2][C:1](=[O:8])[O:3][C:4]([CH3:7])([CH3:6])[CH3:5])[C@@H:26]([C:27]2[CH:32]=[CH:31][C:30]([F:33])=[CH:29][CH:28]=2)[OH:12])[C:21]([F:24])=[N:22][CH:23]=1. (10) The product is [C:30]([N:15]1[CH2:16][CH2:17][N:12]([C:6]2[C:5]3[C:10](=[CH:11][C:2]([Cl:1])=[C:3]([C:21]#[N:22])[CH:4]=3)[N:9]=[CH:8][N:7]=2)[CH2:13][CH:14]1[C:18]([NH2:20])=[O:19])(=[O:33])[CH:31]=[CH2:32]. The catalyst is ClCCl. The yield is 0.430. The reactants are [Cl:1][C:2]1[CH:11]=[C:10]2[C:5]([C:6]([N:12]3[CH2:17][CH2:16][NH:15][CH:14]([C:18]([NH2:20])=[O:19])[CH2:13]3)=[N:7][CH:8]=[N:9]2)=[CH:4][C:3]=1[C:21]#[N:22].CCN(CC)CC.[C:30](Cl)(=[O:33])[CH:31]=[CH2:32].O.